Predict which catalyst facilitates the given reaction. From a dataset of Catalyst prediction with 721,799 reactions and 888 catalyst types from USPTO. Product: [CH3:51][Si:52]([O:55][P:56](=[O:58])=[O:57])([CH3:54])[CH3:53].[Cl:48][C:47]1[C:46]([Cl:49])=[C:45]([CH3:50])[NH:44][C:43]=1[C:41]([NH:40][CH:37]1[CH2:38][CH2:39][N:34]([C:27]2[CH:28]=[C:29]([C:31]#[N:33])[N:30]=[C:25]([Cl:24])[N:26]=2)[CH2:35][CH2:36]1)=[O:42]. Reactant: O=P12OP3(OP(OP(O3)(O1)=O)(=O)O2)=O.C[Si](C)(C)O[Si](C)(C)C.[Cl:24][C:25]1[N:30]=[C:29]([C:31]([NH2:33])=O)[CH:28]=[C:27]([N:34]2[CH2:39][CH2:38][CH:37]([NH:40][C:41]([C:43]3[NH:44][C:45]([CH3:50])=[C:46]([Cl:49])[C:47]=3[Cl:48])=[O:42])[CH2:36][CH2:35]2)[N:26]=1.[CH3:51][Si:52]([O:55][P:56](=[O:58])=[O:57])([CH3:54])[CH3:53]. The catalyst class is: 11.